This data is from Forward reaction prediction with 1.9M reactions from USPTO patents (1976-2016). The task is: Predict the product of the given reaction. (1) Given the reactants [C:1]([O:5][C:6](=[O:16])[N:7]([CH2:12][CH2:13][CH:14]=[CH2:15])[CH2:8][CH2:9]C=C)([CH3:4])([CH3:3])[CH3:2], predict the reaction product. The product is: [C:1]([O:5][C:6]([N:7]1[CH2:8][CH2:9][CH:15]=[CH:14][CH2:13][CH2:12]1)=[O:16])([CH3:2])([CH3:3])[CH3:4]. (2) Given the reactants [Ca:1].Cl.C(=O)([O-])[O-].[Na+].[Na+].[P:9]([O-:13])([O-:12])([OH:11])=[O:10].[Na+].[Na+], predict the reaction product. The product is: [P:9]([O-:13])([O-:12])([O-:11])=[O:10].[Ca+2:1].[P:9]([O-:13])([O-:12])([O-:11])=[O:10].[Ca+2:1].[Ca+2:1]. (3) Given the reactants [N:1]1[C:6]2[NH:7][CH:8]=[CH:9][C:5]=2[C:4]([N:10]2[CH2:17][C:14]3([CH2:16][CH2:15]3)[N:13]([S:18]([NH2:21])(=[O:20])=[O:19])[CH2:12][CH2:11]2)=[N:3][CH:2]=1.S(N[CH2:27][CH2:28][C:29]1[CH:34]=[CH:33][CH:32]=[CH:31][CH:30]=1)(=O)(=O)N, predict the reaction product. The product is: [CH2:27]([NH:21][S:18]([N:13]1[CH2:12][CH2:11][N:10]([C:4]2[C:5]3[CH:9]=[CH:8][NH:7][C:6]=3[N:1]=[CH:2][N:3]=2)[CH2:17][C:14]21[CH2:16][CH2:15]2)(=[O:20])=[O:19])[CH2:28][C:29]1[CH:34]=[CH:33][CH:32]=[CH:31][CH:30]=1. (4) Given the reactants Br[C:2]1[N:6]2[C:7]3[C:12]([N:13]=[C:14]([NH:15][CH2:16][CH2:17][CH2:18][OH:19])[C:5]2=[N:4][CH:3]=1)=[CH:11][C:10]([O:20][C:21]([F:24])([F:23])[F:22])=[CH:9][CH:8]=3.[Cu](C#N)[C:26]#[N:27], predict the reaction product. The product is: [OH:19][CH2:18][CH2:17][CH2:16][NH:15][C:14]1[C:5]2[N:6]([C:2]([C:26]#[N:27])=[CH:3][N:4]=2)[C:7]2[C:12]([N:13]=1)=[CH:11][C:10]([O:20][C:21]([F:24])([F:23])[F:22])=[CH:9][CH:8]=2. (5) Given the reactants Br[C:2]1[CH:21]=[CH:20][C:19]([C:22]([F:25])([F:24])[F:23])=[CH:18][C:3]=1[CH2:4][O:5][C:6](=[O:17])[N:7]([CH2:10][C:11]1[CH:16]=[CH:15][CH:14]=[CH:13][CH:12]=1)[CH2:8][CH3:9].[CH2:26]([O:28][C:29](=[O:48])[CH2:30][C:31]1[CH:36]=[CH:35][C:34]([O:37][CH3:38])=[C:33](B2OC(C)(C)C(C)(C)O2)[CH:32]=1)[CH3:27].C(=O)([O-])[O-].[K+].[K+].COCCOC, predict the reaction product. The product is: [CH2:26]([O:28][C:29](=[O:48])[CH2:30][C:31]1[CH:32]=[C:33]([C:2]2[CH:21]=[CH:20][C:19]([C:22]([F:25])([F:24])[F:23])=[CH:18][C:3]=2[CH2:4][O:5][C:6](=[O:17])[N:7]([CH2:10][C:11]2[CH:16]=[CH:15][CH:14]=[CH:13][CH:12]=2)[CH2:8][CH3:9])[C:34]([O:37][CH3:38])=[CH:35][CH:36]=1)[CH3:27]. (6) Given the reactants [CH3:1][S-:2].[Na+].CC(N(C)C)=O.[Br:10][C:11]1[C:12]([CH3:25])=[C:13]([CH3:24])[C:14]2[O:18][C:17]([CH2:20]I)([CH3:19])[CH2:16][C:15]=2[C:22]=1[CH3:23].O, predict the reaction product. The product is: [Br:10][C:11]1[C:12]([CH3:25])=[C:13]([CH3:24])[C:14]2[O:18][C:17]([CH3:19])([CH2:20][S:2][CH3:1])[CH2:16][C:15]=2[C:22]=1[CH3:23]. (7) Given the reactants [CH2:1]([OH:49])[C:2]([F:48])([O:7][C:8]([F:47])([F:46])[C:9]([F:45])([O:14][C:15]([F:44])([F:43])[C:16]([F:42])([O:21][C:22]([F:41])([F:40])[C:23]([F:39])([O:28][C:29]([F:38])([F:37])[C:30]([F:36])([F:35])[C:31]([F:34])([F:33])[F:32])[C:24]([F:27])([F:26])[F:25])[C:17]([F:20])([F:19])[F:18])[C:10]([F:13])([F:12])[F:11])[C:3]([F:6])([F:5])[F:4].[CH2:50]([OH:61])[CH2:51][O:52][CH2:53][CH2:54][O:55][CH2:56][CH2:57][O:58][CH2:59][CH3:60].CCl.[F:64][C:65]([F:78])([F:77])[S:66](O[S:66]([C:65]([F:78])([F:77])[F:64])(=[O:68])=[O:67])(=[O:68])=[O:67].O.Cl, predict the reaction product. The product is: [CH2:1]([OH:49])[C:2]([F:48])([O:7][C:8]([F:46])([F:47])[C:9]([F:45])([O:14][C:15]([F:43])([F:44])[C:16]([F:42])([O:21][C:22]([F:40])([F:41])[C:23]([F:39])([O:28][C:29]([F:37])([F:38])[C:30]([F:36])([F:35])[C:31]([F:34])([F:32])[F:33])[C:24]([F:27])([F:26])[F:25])[C:17]([F:20])([F:19])[F:18])[C:10]([F:13])([F:12])[F:11])[C:3]([F:6])([F:5])[F:4].[F:64][C:65]([F:78])([F:77])[S:66]([O:61][CH2:50][CH2:51][O:52][CH2:53][CH2:54][O:55][CH2:56][CH2:57][O:58][CH2:59][CH3:60])(=[O:68])=[O:67]. (8) Given the reactants [OH:1][C:2]1[C:11]2[C:6](=[C:7]([OH:12])[CH:8]=[CH:9][CH:10]=2)[CH:5]=[CH:4][CH:3]=1.[N+:13]([C:16]1[CH:24]=[CH:23][C:19]([C:20](Cl)=[O:21])=[CH:18][CH:17]=1)([O-:15])=[O:14].[OH2:25], predict the reaction product. The product is: [N+:13]([C:16]1[CH:24]=[CH:23][C:19]([C:20]([O:1][C:2]2[C:11]3[C:6](=[C:7]([O:12][C:20](=[O:21])[C:19]4[CH:23]=[CH:24][C:16]([N+:13]([O-:14])=[O:25])=[CH:17][CH:18]=4)[CH:8]=[CH:9][CH:10]=3)[CH:5]=[CH:4][CH:3]=2)=[O:21])=[CH:18][CH:17]=1)([O-:15])=[O:14].